This data is from Catalyst prediction with 721,799 reactions and 888 catalyst types from USPTO. The task is: Predict which catalyst facilitates the given reaction. (1) Reactant: [CH2:1]([O:3][C:4](=[O:26])[C:5]1[CH:10]=[CH:9][C:8]([O:11][CH2:12][CH2:13][CH2:14][NH:15]C(OC(C)(C)C)=O)=[C:7]([N+:23]([O-:25])=[O:24])[CH:6]=1)[CH3:2].[ClH:27]. Product: [ClH:27].[CH2:1]([O:3][C:4](=[O:26])[C:5]1[CH:10]=[CH:9][C:8]([O:11][CH2:12][CH2:13][CH2:14][NH2:15])=[C:7]([N+:23]([O-:25])=[O:24])[CH:6]=1)[CH3:2]. The catalyst class is: 12. (2) Reactant: [C:1]1([N:7]2[C:16]3[C:11](=[CH:12][CH:13]=[CH:14][N:15]=3)[CH:10]=[C:9]([C:17](OC3CCCC(=O)C=3)=[O:18])[C:8]2=[O:27])[CH:6]=[CH:5][CH:4]=[CH:3][CH:2]=1.C(N(CC)CC)C.C[C:36]([CH3:40])([OH:39])[C:37]#N.[C:41](O)(=O)[CH2:42][C:43](CC(O)=O)(C(O)=O)[OH:44]. Product: [OH:44][C:43]1[CH2:42][CH2:41][CH2:40][C:36](=[O:39])[C:37]=1[C:17]([C:9]1[C:8](=[O:27])[N:7]([C:1]2[CH:6]=[CH:5][CH:4]=[CH:3][CH:2]=2)[C:16]2[C:11]([CH:10]=1)=[CH:12][CH:13]=[CH:14][N:15]=2)=[O:18]. The catalyst class is: 4. (3) Reactant: [Si:1]([N:8]1[C:11](=[O:12])[CH2:10][CH:9]1[C:13]([OH:15])=O)([C:4]([CH3:7])([CH3:6])[CH3:5])([CH3:3])[CH3:2].C1CCC(N=C=NC2CCCCC2)CC1.FC1C(O)=C(F)C(F)=C(F)C=1F.[CH2:43]([O:50][C:51](=[O:64])[C@H:52]([CH2:54][C:55]1[C:63]2[C:58](=[CH:59][CH:60]=[CH:61][CH:62]=2)[NH:57][CH:56]=1)[NH2:53])[C:44]1[CH:49]=[CH:48][CH:47]=[CH:46][CH:45]=1. Product: [CH2:43]([O:50][C:51](=[O:64])[C@H:52]([CH2:54][C:55]1[C:63]2[C:58](=[CH:59][CH:60]=[CH:61][CH:62]=2)[NH:57][CH:56]=1)[NH:53][C:13]([C@@H:9]1[CH2:10][C:11](=[O:12])[N:8]1[Si:1]([C:4]([CH3:5])([CH3:6])[CH3:7])([CH3:2])[CH3:3])=[O:15])[C:44]1[CH:49]=[CH:48][CH:47]=[CH:46][CH:45]=1. The catalyst class is: 25.